Task: Predict the reactants needed to synthesize the given product.. Dataset: Full USPTO retrosynthesis dataset with 1.9M reactions from patents (1976-2016) (1) Given the product [CH2:1]([NH:8][C:9]1[N:14]2[N:15]=[CH:16][C:17]([C:18]([OH:20])=[O:19])=[C:13]2[N:12]=[CH:11][C:10]=1[C:23]([N:25]1[CH2:26][CH2:27][C:28]2([C:38]3[C:33](=[CH:34][CH:35]=[CH:36][CH:37]=3)[C:32](=[O:39])[O:31]2)[CH2:29][CH2:30]1)=[O:24])[C:2]1[CH:3]=[CH:4][CH:5]=[CH:6][CH:7]=1, predict the reactants needed to synthesize it. The reactants are: [CH2:1]([NH:8][C:9]1[N:14]2[N:15]=[CH:16][C:17]([C:18]([O:20]CC)=[O:19])=[C:13]2[N:12]=[CH:11][C:10]=1[C:23]([N:25]1[CH2:30][CH2:29][C:28]2([C:38]3[C:33](=[CH:34][CH:35]=[CH:36][CH:37]=3)[C:32](=[O:39])[O:31]2)[CH2:27][CH2:26]1)=[O:24])[C:2]1[CH:7]=[CH:6][CH:5]=[CH:4][CH:3]=1.Cl. (2) Given the product [CH2:32]([O:34][C:35](=[O:40])[C@@H:36]([NH2:37])[CH2:38][S:39][CH:20]1[C:21]2[C:22](=[N:23][CH:24]=[CH:25][CH:26]=2)[CH2:27][CH2:28][C:18]2[CH:17]=[CH:16][C:15]([O:14][CH2:13][C:7]3[CH:6]=[CH:5][C:4]4[C:9](=[CH:10][C:11]([Cl:31])=[C:2]([F:1])[CH:3]=4)[N:8]=3)=[CH:30][C:19]1=2)[CH3:33], predict the reactants needed to synthesize it. The reactants are: [F:1][C:2]1[CH:3]=[C:4]2[C:9](=[CH:10][C:11]=1F)[N:8]=[C:7]([CH2:13][O:14][C:15]1[CH:16]=[CH:17][C:18]3[CH2:28][CH2:27][C:22]4=[N:23][CH:24]=[CH:25][CH:26]=[C:21]4[CH:20](O)[C:19]=3[CH:30]=1)[CH:6]=[CH:5]2.[ClH:31].[CH2:32]([O:34][C:35](=[O:40])[C@H:36]([CH2:38][SH:39])[NH2:37])[CH3:33].